From a dataset of Drug-target binding data from BindingDB using Ki measurements. Regression. Given a target protein amino acid sequence and a drug SMILES string, predict the binding affinity score between them. We predict pKi (pKi = -log10(Ki in M); higher means stronger inhibition). Dataset: bindingdb_ki. (1) The small molecule is O=C(NCCCCc1cnc[nH]1)NCCC(c1ccc(Cl)cc1)c1ccccn1. The target protein (P31390) has sequence MSFANTSSTFEDKMCEGNRTAMASPQLLPLVVVLSSISLVTVGLNLLVLYAVHSERKLHTVGNLYIVSLSVADLIVGAVVMPMNILYLIMTKWSLGRPLCLFWLSMDYVASTASIFSVFILCIDRYRSVQQPLRYLRYRTKTRASATILGAWFFSFLWVIPILGWHHFMPPAPELREDKCETDFYNVTWFKIMTAIINFYLPTLLMLWFYVKIYKAVRRHCQHRQLTNGSLPSFSELKLRSDDTKEGAKKPGRESPWGVLKRPSRDPSVGLDQKSTSEDPKMTSPTVFSQEGERETRPCFRLDIMQKQSVAEGDVRGSKANDQALSQPKMDEQSLNTCRRISETSEDQTLVDQQSFSRTTDSDTSIEPGPGRVKSRSGSNSGLDYIKITWKRLRSHSRQYVSGLHLNRERKAAKQLGFIMAAFILCWIPYFIFFMVIAFCKSCCSEPMHMFTIWLGYINSTLNPLIYPLCNENFKKTFKKILHIRS. The pKi is 6.0. (2) The target protein (P03951) has sequence MIFLYQVVHFILFTSVSGECVTQLLKDTCFEGGDITTVFTPSAKYCQVVCTYHPRCLLFTFTAESPSEDPTRWFTCVLKDSVTETLPRVNRTAAISGYSFKQCSHQISACNKDIYVDLDMKGINYNSSVAKSAQECQERCTDDVHCHFFTYATRQFPSLEHRNICLLKHTQTGTPTRITKLDKVVSGFSLKSCALSNLACIRDIFPNTVFADSNIDSVMAPDAFVCGRICTHHPGCLFFTFFSQEWPKESQRNLCLLKTSESGLPSTRIKKSKALSGFSLQSCRHSIPVFCHSSFYHDTDFLGEELDIVAAKSHEACQKLCTNAVRCQFFTYTPAQASCNEGKGKCYLKLSSNGSPTKILHGRGGISGYTLRLCKMDNECTTKIKPRIVGGTASVRGEWPWQVTLHTTSPTQRHLCGGSIIGNQWILTAAHCFYGVESPKILRVYSGILNQSEIKEDTSFFGVQEIIIHDQYKMAESGYDIALLKLETTVNYTDSQRPIC.... The pKi is 6.9. The compound is CN(C)CCNC(=O)c1ccc(-c2cccc3c2CCN(C(=O)/C=C/c2c(-n4cnnn4)ccc(Cl)c2F)[C@H]3C(=O)Nc2ccc(C(=O)OCc3ccccn3)cc2)cc1. (3) The drug is CO[C@H]1O[C@H](CO[C@H]2O[C@H](CO)[C@@H](O)[C@H](O)[C@@H]2O[C@@H]2O[C@H](CO)[C@@H](O)[C@H](O)[C@H]2NC(C)=O)[C@@H](O)[C@H](O[C@H]2O[C@H](CO)[C@@H](O)[C@H](O)[C@@H]2O[C@@H]2O[C@H](CO)[C@@H](O)[C@H](O)[C@H]2NC(C)=O)[C@@H]1O. The target protein (Q9Y2A9) has sequence MKYLRHRRPNATLILAIGAFTLLLFSLLVSPPTCKVQEQPPAIPEALAWPTPPTRPAPAPCHANTSMVTHPDFATQPQHVQNFLLYRHCRHFPLLQDVPPSKCAQPVFLLLVIKSSPSNYVRRELLRRTWGRERKVRGLQLRLLFLVGTASNPHEARKVNRLLELEAQTHGDILQWDFHDSFFNLTLKQVLFLQWQETRCANASFVLNGDDDVFAHTDNMVFYLQDHDPGRHLFVGQLIQNVGPIRAFWSKYYVPEVVTQNERYPPYCGGGGFLLSRFTAAALRRAAHVLDIFPIDDVFLGMCLELEGLKPASHSGIRTSGVRAPSQRLSSFDPCFYRDLLLVHRFLPYEMLLMWDALNQPNLTCGNQTQIY. The pKi is 2.9. (4) The pKi is 5.5. The target protein (Q9Z0U5) has sequence MDPPQLLFYVNGQKVVENNVDPEMMLLPYLRKNLRLTGTKYGCGGGGCGACTVMISRYNPSTKSIRHHPVNACLTPICSLYGTAVTTVEGIGNTRTRLHPVQERIAKCHSTQCGFCTPGMVMSMYALLRNHPEPSLDQLTDALGGNLCRCTGYRPIIDACKTFCRASGCCESKENGVCCLDQGINGSAEFQEGDETSPELFSEKEFQPLDPTQELIFPPELMRIAEKQPPKTRVFYSNRMTWISPVTLEELVEAKFKYPGAPIVMGYTSVGPEVKFKGVFHPIIISPDRIEELSIINQTGDGLTLGAGLSLDQVKDILTDVVQKLPEETTQTYRALLKHLRTLAGSQIRNMASLGGHIVSRHLDSDLNPLLAVGNCTLNLLSKDGKRQIPLSEQFLRKCPDSDLKPQEVLVSVNIPCSRKWEFVSAFRQAQRQQNALAIVNSGMRVLFREGGGVIKELSILYGGVGPTTIGAKNSCQKLIGRPWNEEMLDTACRLVLDEV.... The compound is C[C@]12CC[C@@H]3c4ccc(O)cc4CC[C@H]3[C@@H]1CC[C@@H]2O. (5) The small molecule is CCCCCCCNC=O. The target protein (P08319) has sequence MGTKGKVIKCKAAIAWEAGKPLCIEEVEVAPPKAHEVRIQIIATSLCHTDATVIDSKFEGLAFPVIVGHEAAGIVESIGPGVTNVKPGDKVIPLYAPLCRKCKFCLSPLTNLCGKISNLKSPASDQQLMEDKTSRFTCKGKPVYHFFGTSTFSQYTVVSDINLAKIDDDANLERVCLLGCGFSTGYGAAINNAKVTPGSTCAVFGLGGVGLSAVMGCKAAGASRIIGIDINSEKFVKAKALGATDCLNPRDLHKPIQEVIIELTKGGVDFALDCAGGSETMKAALDCTTAGWGSCTFIGVAAGSKGLTIFPEELIIGRTINGTFFGGWKSVDSIPKLVTDYKNKKFNLDALVTHTLPFDKISEAFDLMNQGKSVRTILIF. The pKi is 5.0. (6) The small molecule is CC(=O)N[C@@H](CC(C)C)[C@@H]1N[C@@H](C(=O)O)C[C@H]1C=C(F)F. The target protein sequence is MLPSTIQTLTLFLTSGGVLLSLYVSALLSYLLYSDVLLKFSPKIIAPTMSLDCANASNVQAVNHSATEEMTFLLPEPEWTYPRLSCQGSTFQKALLISPHRFGEAKGNSAPLIIREPFIACGPKECKHFALTHYAAQPGGYYNGTREDRNKLRHLISVNLGKIPTVENSIFHMAAWSGSACHDGREWTYIGVDGPDSNALIKIKYGEAYTDTYHSYANNILRTQESACNCIGGDCYLMITDGPASGISKCRFLKIREGRIIKEIFPTGRVEHTEECTYGFASNKTIECACRDNSYTAKRPFVKLNVETDTAEIRLMCTETYLDTPRPDDGSITGPCESNGDKGSGGIKGGFVHQRMASKIGRWYSRTMSKTKRMGMGLYVKYDGDPWIDSDALTLSGVMISMEEPGWYSFGFEIKDKKCDVPCIGIEMVHDGGKKTWHSAATAIYCLMGSGQLLWDTVTGVDMA. The pKi is 6.2. (7) The compound is CN(C)CC(c1ccc(O)cc1)C1(O)CCCCC1. The target protein sequence is MTCPNSSCVFEDKMCEGNKTAPANNAQLTPLVVVLSTISLVTVGLNLLVLYAVRSERKLHTVGNLYIVSLSVADLIVGVVVMPMNILYLLMSRWSLGRPLCLFWLSMDYVASTASIFSVFILCIDRYRSVQQPLKYLRYRTKTRASITILAAWFLSFLWIIPILGWRHFQPKTPEPREDKCETDFYNVTWFKVMTAIINFYLPTLLMLWFYAKIYKAVRQHCQHRELINGSFPSFSDMKMKPENLQVGTKKPGKESPWEVLKRKPKDTGGGPVLKPPSQEPKEVTSPGVFSQEKEEKDGELGKYYCFPLDTVQAQPEAEGSGRGYAAINQSQNQLEMGEQGLSMPGAKEALEDQILGDSQSFSRTDSDTPAEPALAKGKSRSESSTGLEYIKFTWKRLRSHSRQYVSGLHMNRERKAAKQLGFIMAAFIICWIPYFIFFMVIAFCESCCNQHVHMFTIWLGYINSTLNPLIYPLCNENFKKTFKKILHIRS. The pKi is 5.0.